From a dataset of Peptide-MHC class II binding affinity with 134,281 pairs from IEDB. Regression. Given a peptide amino acid sequence and an MHC pseudo amino acid sequence, predict their binding affinity value. This is MHC class II binding data. (1) The peptide sequence is PVQEFTVPLQPPTAT. The MHC is DRB1_0301 with pseudo-sequence DRB1_0301. The binding affinity (normalized) is 0.110. (2) The peptide sequence is NGTLNGLDYDDYVYP. The MHC is HLA-DQA10501-DQB10201 with pseudo-sequence HLA-DQA10501-DQB10201. The binding affinity (normalized) is 0.464. (3) The peptide sequence is LNFTGPCKGDSVTIK. The MHC is HLA-DQA10102-DQB10502 with pseudo-sequence HLA-DQA10102-DQB10502. The binding affinity (normalized) is 0. (4) The peptide sequence is WHKEGSSIGKLFTQT. The MHC is DRB1_0101 with pseudo-sequence DRB1_0101. The binding affinity (normalized) is 0.264. (5) The binding affinity (normalized) is 0.445. The MHC is HLA-DQA10401-DQB10402 with pseudo-sequence HLA-DQA10401-DQB10402. The peptide sequence is KRIVKLVNDVGAVVN. (6) The peptide sequence is EGELHGRQIRMAKLLG. The MHC is DRB1_0101 with pseudo-sequence DRB1_0101. The binding affinity (normalized) is 0.463. (7) The peptide sequence is VFNTRRNTLLFLDLI. The MHC is DRB1_0101 with pseudo-sequence DRB1_0101. The binding affinity (normalized) is 0.582.